This data is from Reaction yield outcomes from USPTO patents with 853,638 reactions. The task is: Predict the reaction yield, written as a fraction of the theoretical maximum amount of product (1.0 means a 100% yield; for example, 0.34 means a 34% yield). (1) The reactants are [Cl:1][C:2]1[N:7]=[C:6]([NH:8][CH2:9][C@H:10]2C[CH2:14][CH2:13][N:12]([C:16]([O:18][C:19]([CH3:22])([CH3:21])[CH3:20])=[O:17])[CH2:11]2)[C:5]([C:23]#[C:24][C:25]2[CH:30]=[CH:29][CH:28]=[CH:27][C:26]=2[Cl:31])=[CH:4][N:3]=1.BrC1C(NCC2[O:47]CCN(C(OC(C)(C)C)=O)C2)=NC(Cl)=NC=1. No catalyst specified. The product is [Cl:1][C:2]1[N:7]=[C:6]([NH:8][CH2:9][CH:10]2[O:47][CH2:14][CH2:13][N:12]([C:16]([O:18][C:19]([CH3:22])([CH3:21])[CH3:20])=[O:17])[CH2:11]2)[C:5]([C:23]#[C:24][C:25]2[CH:30]=[CH:29][CH:28]=[CH:27][C:26]=2[Cl:31])=[CH:4][N:3]=1. The yield is 0.440. (2) The reactants are Br[C:2]1[CH:3]=[C:4]2[C:9](=[CH:10][C:11]=1[N+:12]([O-:14])=[O:13])[N:8]=[C:7]([OH:15])[C:6]([OH:16])=[N:5]2.[CH3:17][Si:18]([C:21]#[CH:22])([CH3:20])[CH3:19]. The catalyst is CN(C)C=O.C(N(CC)CC)C.C(OCC)(=O)C.C([O-])(=O)C.[Pd+2].C([O-])(=O)C.C1(P(C2C=CC=CC=2)C2C=CC=CC=2)C=CC=CC=1. The product is [OH:15][C:7]1[C:6]([OH:16])=[N:5][C:4]2[C:9](=[CH:10][C:11]([N+:12]([O-:14])=[O:13])=[C:2]([C:22]#[C:21][Si:18]([CH3:20])([CH3:19])[CH3:17])[CH:3]=2)[N:8]=1. The yield is 0.700. (3) The reactants are [C:1]([O:5][CH2:6][CH3:7])(=[O:4])[CH2:2][SH:3].[Br:8][C:9]1[CH:16]=[CH:15][C:12]([CH:13]=O)=[C:11](F)[CH:10]=1.C(N(CC)CC)C. The catalyst is CS(C)=O. The product is [Br:8][C:9]1[CH:10]=[CH:11][C:12]2[CH:13]=[C:2]([C:1]([O:5][CH2:6][CH3:7])=[O:4])[S:3][C:15]=2[CH:16]=1. The yield is 0.920. (4) The reactants are [CH3:1][NH:2][CH3:3].[Br:4][C:5]1[N:10]=[CH:9][C:8]([CH:11]=O)=[CH:7][CH:6]=1.[BH4-].[Na+]. The catalyst is CO.CC(C)[O-].CC(C)[O-].CC(C)[O-].CC(C)[O-].[Ti+4]. The product is [Br:4][C:5]1[N:10]=[CH:9][C:8]([CH2:11][N:2]([CH3:3])[CH3:1])=[CH:7][CH:6]=1. The yield is 0.470. (5) The reactants are [NH2:1][C:2]1[CH:7]=[CH:6][C:5](B2OC(C)(C)C(C)(C)O2)=[CH:4][C:3]=1[NH:17][C:18](=[O:27])[C:19]1[CH:24]=[CH:23][C:22]([O:25][CH3:26])=[CH:21][CH:20]=1.Br[C:29]1[CH:34]=[CH:33][C:32]([C:35](=[O:37])[CH3:36])=[CH:31][CH:30]=1.COCCOC.C([O-])([O-])=O.[Na+].[Na+]. The catalyst is [Pd].O. The product is [C:35]([C:32]1[CH:33]=[CH:34][C:29]([C:5]2[CH:6]=[CH:7][C:2]([NH2:1])=[C:3]([NH:17][C:18](=[O:27])[C:19]3[CH:20]=[CH:21][C:22]([O:25][CH3:26])=[CH:23][CH:24]=3)[CH:4]=2)=[CH:30][CH:31]=1)(=[O:37])[CH3:36]. The yield is 0.250. (6) The reactants are [NH2:1][C:2]1[CH:7]=[CH:6][CH:5]=[CH:4][CH:3]=1.[N:8]([O-])=O.[Na+].C([O-])(=O)C.[Na+].[C:17]([CH2:20][C:21](=[O:23])[CH3:22])(=[O:19])[CH3:18]. The catalyst is C(O)(=O)C.Cl.O.C(O)C. The product is [C:2]1([NH:1][N:8]=[C:20]([C:21](=[O:23])[CH3:22])[C:17](=[O:19])[CH3:18])[CH:7]=[CH:6][CH:5]=[CH:4][CH:3]=1. The yield is 0.670. (7) The catalyst is CO. The product is [Cl:19][C:20]1[CH:27]=[CH:26][C:23]([CH2:24][NH:1][C:2]2[CH:3]=[CH:4][C:5]([C:8]3[C:9]([NH2:18])=[N:10][C:11]([NH2:17])=[N:12][C:13]=3[CH2:14][CH2:15][CH3:16])=[CH:6][CH:7]=2)=[CH:22][CH:21]=1. The yield is 0.520. The reactants are [NH2:1][C:2]1[CH:7]=[CH:6][C:5]([C:8]2[C:9]([NH2:18])=[N:10][C:11]([NH2:17])=[N:12][C:13]=2[CH2:14][CH2:15][CH3:16])=[CH:4][CH:3]=1.[Cl:19][C:20]1[CH:27]=[CH:26][C:23]([CH:24]=O)=[CH:22][CH:21]=1.C(O)(=O)C.[BH3-]C#N.[Na+]. (8) The reactants are [H-].[Na+].[Cl:3][C:4]1[C:12]2[NH:11][C:10]3[CH2:13][CH2:14][N:15]([C:18]([O:20][C:21]([CH3:24])([CH3:23])[CH3:22])=[O:19])[CH2:16][CH2:17][C:9]=3[C:8]=2[C:7]([Cl:25])=[CH:6][CH:5]=1.Br[CH2:27][C:28]([O:30][CH2:31][CH3:32])=[O:29]. The catalyst is CN(C=O)C. The product is [Cl:3][C:4]1[C:12]2[N:11]([CH2:27][C:28]([O:30][CH2:31][CH3:32])=[O:29])[C:10]3[CH2:13][CH2:14][N:15]([C:18]([O:20][C:21]([CH3:22])([CH3:24])[CH3:23])=[O:19])[CH2:16][CH2:17][C:9]=3[C:8]=2[C:7]([Cl:25])=[CH:6][CH:5]=1. The yield is 0.960.